From a dataset of Reaction yield outcomes from USPTO patents with 853,638 reactions. Predict the reaction yield, written as a fraction of the theoretical maximum amount of product (1.0 means a 100% yield; for example, 0.34 means a 34% yield). (1) The reactants are [H-].[Na+].[Br:3][C:4]1[CH:5]=[CH:6][C:7]2[NH:8][C:9]3[C:14]([C:15]=2[CH:16]=1)=[CH:13][C:12]([Br:17])=[CH:11][CH:10]=3.[O:18]1[CH2:20][CH:19]1[CH2:21][CH2:22][NH:23][C:24]1[CH:29]=[CH:28][CH:27]=[CH:26][CH:25]=1. The catalyst is C1COCC1. The product is [Br:17][C:12]1[CH:11]=[CH:10][C:9]2[N:8]([CH2:20][CH:19]([OH:18])[CH2:21][CH2:22][NH:23][C:24]3[CH:29]=[CH:28][CH:27]=[CH:26][CH:25]=3)[C:7]3[C:15]([C:14]=2[CH:13]=1)=[CH:16][C:4]([Br:3])=[CH:5][CH:6]=3. The yield is 0.575. (2) The reactants are Br[C:2]1[CH:7]=[CH:6][C:5]([F:8])=[CH:4][N:3]=1.CCOCC.C[C:15]([N:17](C)C)=O. The catalyst is [Cl-].[Na+].O.[Zn].[C-]#N.[Zn+2].[C-]#N.C1(P(C2C=CC=CC=2)[C-]2C=CC=C2)C=CC=CC=1.[C-]1(P(C2C=CC=CC=2)C2C=CC=CC=2)C=CC=C1.[Fe+2].C1C=CC(/C=C/C(/C=C/C2C=CC=CC=2)=O)=CC=1.C1C=CC(/C=C/C(/C=C/C2C=CC=CC=2)=O)=CC=1.C1C=CC(/C=C/C(/C=C/C2C=CC=CC=2)=O)=CC=1.[Pd].[Pd]. The product is [F:8][C:5]1[CH:6]=[CH:7][C:2]([C:15]#[N:17])=[N:3][CH:4]=1. The yield is 0.720. (3) The reactants are Cl[C:2]1[C:11]2[C:6](=[CH:7][C:8]([O:14][CH2:15][CH2:16][CH2:17][N:18]3[CH2:23][CH2:22][O:21][CH2:20][CH2:19]3)=[C:9]([O:12][CH3:13])[CH:10]=2)[N:5]=[CH:4][N:3]=1.[Cl:24][C:25]1[CH:33]=[C:32]([C:34]#[C:35][CH2:36][O:37][CH:38]([CH3:40])[CH3:39])[C:28]2[O:29][CH2:30][O:31][C:27]=2[C:26]=1[NH2:41].C[Si]([N-][Si](C)(C)C)(C)C.[Na+]. The catalyst is CN(C=O)C. The product is [Cl:24][C:25]1[CH:33]=[C:32]([C:34]#[C:35][CH2:36][O:37][CH:38]([CH3:39])[CH3:40])[C:28]2[O:29][CH2:30][O:31][C:27]=2[C:26]=1[NH:41][C:2]1[C:11]2[C:6](=[CH:7][C:8]([O:14][CH2:15][CH2:16][CH2:17][N:18]3[CH2:23][CH2:22][O:21][CH2:20][CH2:19]3)=[C:9]([O:12][CH3:13])[CH:10]=2)[N:5]=[CH:4][N:3]=1. The yield is 0.660.